This data is from Full USPTO retrosynthesis dataset with 1.9M reactions from patents (1976-2016). The task is: Predict the reactants needed to synthesize the given product. Given the product [CH3:29][N:30]1[CH2:35][CH2:34][N:33]([CH:1]([C:4]2[CH:5]=[CH:6][C:7]([NH:10][C:11](=[O:28])[CH:12]([NH:16][C:17](=[O:27])[CH2:18][C:19]3[CH:24]=[C:23]([F:25])[CH:22]=[C:21]([F:26])[CH:20]=3)[CH2:13][CH2:14][CH3:15])=[N:8][CH:9]=2)[CH3:2])[CH2:32][CH2:31]1, predict the reactants needed to synthesize it. The reactants are: [C:1]([C:4]1[CH:5]=[CH:6][C:7]([NH:10][C:11](=[O:28])[CH:12]([NH:16][C:17](=[O:27])[CH2:18][C:19]2[CH:24]=[C:23]([F:25])[CH:22]=[C:21]([F:26])[CH:20]=2)[CH2:13][CH2:14][CH3:15])=[N:8][CH:9]=1)(=O)[CH3:2].[CH3:29][N:30]1[CH2:35][CH2:34][NH:33][CH2:32][CH2:31]1.C(O[BH-](OC(=O)C)OC(=O)C)(=O)C.[Na+].C([BH3-])#N.[Na+].